Dataset: Forward reaction prediction with 1.9M reactions from USPTO patents (1976-2016). Task: Predict the product of the given reaction. (1) Given the reactants [C:1]([C:5]1[N:6]=[C:7]([N:16]2[CH2:20][CH2:19][C:18]([F:22])([F:21])[CH2:17]2)[C:8]2[N:13]=[N:12][N:11]([CH2:14][CH3:15])[C:9]=2[N:10]=1)([CH3:4])([CH3:3])[CH3:2].C(C1N=C(N2CCC(F)(F)C2)C2N=NNC=2N=1)(C)(C)C.BrCC1[CH:50]=[C:49]([F:51])[CH:48]=[CH:47][C:46]=1[Cl:52], predict the reaction product. The product is: [C:1]([C:5]1[N:6]=[C:7]([N:16]2[CH2:20][CH2:19][C:18]([F:21])([F:22])[CH2:17]2)[C:8]2[N:13]=[N:12][N:11]([CH2:14][C:15]3[CH:50]=[C:49]([F:51])[CH:48]=[CH:47][C:46]=3[Cl:52])[C:9]=2[N:10]=1)([CH3:2])([CH3:3])[CH3:4]. (2) Given the reactants [F:1][C:2]([F:36])([F:35])[C:3]1[CH:8]=[CH:7][C:6]([C:9]2[CH:10]=[C:11]([CH:32]=[CH:33][CH:34]=2)[CH2:12][O:13][C:14]2[CH:19]=[CH:18][C:17]([C@@H:20]([C:26]3[CH:30]=[C:29]([CH3:31])[O:28][N:27]=3)[CH2:21][C:22]([O:24]C)=[O:23])=[CH:16][CH:15]=2)=[CH:5][CH:4]=1.[OH-].[Na+].Cl, predict the reaction product. The product is: [F:36][C:2]([F:1])([F:35])[C:3]1[CH:4]=[CH:5][C:6]([C:9]2[CH:10]=[C:11]([CH:32]=[CH:33][CH:34]=2)[CH2:12][O:13][C:14]2[CH:15]=[CH:16][C:17]([C@@H:20]([C:26]3[CH:30]=[C:29]([CH3:31])[O:28][N:27]=3)[CH2:21][C:22]([OH:24])=[O:23])=[CH:18][CH:19]=2)=[CH:7][CH:8]=1. (3) The product is: [CH3:9][C:10]1[CH:15]=[CH:14][CH:13]=[CH:12][C:11]=1[CH2:16][N:4]1[C:5](=[O:6])[CH2:7][NH:1][C:2]1=[O:3]. Given the reactants [NH:1]1[CH2:7][C:5](=[O:6])[NH:4][C:2]1=[O:3].Br[CH2:9][C:10]1[C:11]([CH3:16])=[CH:12][CH:13]=[CH:14][CH:15]=1.C(=O)([O-])[O-].[K+].[K+], predict the reaction product. (4) Given the reactants C1([O:7][C:8](=O)[NH2:9])C=CC=CC=1.[F:11][C:12]([F:23])([F:22])[O:13][C:14]1[CH:21]=[CH:20][C:17]([CH2:18][NH2:19])=[CH:16][CH:15]=1.C(OC(=O)C)C.O, predict the reaction product. The product is: [F:11][C:12]([F:22])([F:23])[O:13][C:14]1[CH:21]=[CH:20][C:17]([CH2:18][NH:19][C:8]([NH2:9])=[O:7])=[CH:16][CH:15]=1.